This data is from Peptide-MHC class I binding affinity with 185,985 pairs from IEDB/IMGT. The task is: Regression. Given a peptide amino acid sequence and an MHC pseudo amino acid sequence, predict their binding affinity value. This is MHC class I binding data. The MHC is HLA-A02:01 with pseudo-sequence HLA-A02:01. The peptide sequence is ANFLGKIWPS. The binding affinity (normalized) is 0.